This data is from Forward reaction prediction with 1.9M reactions from USPTO patents (1976-2016). The task is: Predict the product of the given reaction. (1) Given the reactants C(OC(=O)[NH:7][CH:8]([C:10]1[CH:15]=[CH:14][CH:13]=[C:12]([N:16]2[CH2:21][CH2:20][O:19][CH2:18][CH2:17]2)[CH:11]=1)[CH3:9])(C)(C)C.[ClH:23], predict the reaction product. The product is: [ClH:23].[N:16]1([C:12]2[CH:11]=[C:10]([CH:8]([NH2:7])[CH3:9])[CH:15]=[CH:14][CH:13]=2)[CH2:21][CH2:20][O:19][CH2:18][CH2:17]1. (2) Given the reactants [CH3:1][C:2]1[CH:11]=[C:10]2[C:5]([CH2:6][CH2:7][CH2:8][CH:9]2[C:12]([OH:14])=O)=[CH:4][CH:3]=1.[CH2:15]([N:17]1[CH:21]=[C:20]([CH2:22][NH:23][C:24]2[CH:29]=[CH:28][C:27]([CH:30]([CH3:32])[CH3:31])=[CH:26][CH:25]=2)[CH:19]=[N:18]1)[CH3:16], predict the reaction product. The product is: [CH2:15]([N:17]1[CH:21]=[C:20]([CH2:22][N:23]([C:24]2[CH:25]=[CH:26][C:27]([CH:30]([CH3:31])[CH3:32])=[CH:28][CH:29]=2)[C:12]([CH:9]2[C:10]3[C:5](=[CH:4][CH:3]=[C:2]([CH3:1])[CH:11]=3)[CH2:6][CH2:7][CH2:8]2)=[O:14])[CH:19]=[N:18]1)[CH3:16]. (3) Given the reactants S(=O)(=O)(O)O.[F:6][C:7]1[CH:8]=[CH:9][CH:10]=[C:11]2[C:16]=1[N:15]=[C:14]([CH3:17])[CH:13]=[CH:12]2.[NH4+].[NH4+].[O-]S(OOS([O-])(=O)=O)(=O)=O.[OH2:30].[CH3:31]O, predict the reaction product. The product is: [F:6][C:7]1[CH:8]=[CH:9][CH:10]=[C:11]2[C:16]=1[N:15]=[C:14]([CH3:17])[CH:13]=[C:12]2[CH2:31][OH:30]. (4) Given the reactants [Cl:1][C:2]1[CH:11]=[C:10]([CH3:12])[C:9]2[CH2:8][N:7]([C:13]([O:15][C:16]([CH3:19])([CH3:18])[CH3:17])=[O:14])[CH2:6][CH2:5][C:4]=2[N:3]=1.[OH2:20], predict the reaction product. The product is: [Cl:1][C:2]1[CH:11]=[C:10]([CH3:12])[C:9]2[C:8](=[O:20])[N:7]([C:13]([O:15][C:16]([CH3:19])([CH3:18])[CH3:17])=[O:14])[CH2:6][CH2:5][C:4]=2[N:3]=1. (5) Given the reactants [Br:1][C:2]1[CH:7]=[CH:6][C:5]([C:8]2[CH:13]=[CH:12][C:11]([OH:14])=[CH:10][CH:9]=2)=[CH:4][CH:3]=1.I[CH2:16][CH2:17][CH2:18][CH2:19][CH2:20][CH2:21][CH2:22][CH2:23][CH2:24][CH2:25][CH2:26][CH3:27].C([O-])([O-])=O.[K+].[K+].O, predict the reaction product. The product is: [Br:1][C:2]1[CH:3]=[CH:4][C:5]([C:8]2[CH:13]=[CH:12][C:11]([O:14][CH2:27][CH2:26][CH2:25][CH2:24][CH2:23][CH2:22][CH2:21][CH2:20][CH2:19][CH2:18][CH2:17][CH3:16])=[CH:10][CH:9]=2)=[CH:6][CH:7]=1. (6) The product is: [Br-:1].[CH2:6]([N+:8]([CH2:11][CH3:12])([CH2:9][CH3:10])[CH2:2][CH2:3][O:4][CH3:5])[CH3:7]. Given the reactants [Br:1][CH2:2][CH2:3][O:4][CH3:5].[CH2:6]([N:8]([CH2:11][CH3:12])[CH2:9][CH3:10])[CH3:7], predict the reaction product.